This data is from Forward reaction prediction with 1.9M reactions from USPTO patents (1976-2016). The task is: Predict the product of the given reaction. (1) Given the reactants C[O:2][C:3]1[CH:12]=[CH:11][C:10]2[NH:9][C:8](=[O:13])[C:7]3[S:14][CH:15]=[CH:16][C:6]=3[C:5]=2[C:4]=1[C:17]1[CH:31]=[CH:30][C:20]([CH2:21][NH:22]C(=O)OC(C)(C)C)=[CH:19][CH:18]=1.BrB(Br)Br, predict the reaction product. The product is: [NH2:22][CH2:21][C:20]1[CH:19]=[CH:18][C:17]([C:4]2[C:5]3[C:6]4[CH:16]=[CH:15][S:14][C:7]=4[C:8](=[O:13])[NH:9][C:10]=3[CH:11]=[CH:12][C:3]=2[OH:2])=[CH:31][CH:30]=1. (2) Given the reactants [Cl:1][C:2]1[N:7]=[C:6](Cl)[C:5]([C:9]2[CH:14]=[CH:13][C:12]([Cl:15])=[CH:11][CH:10]=2)=[C:4]([C:16]2[CH:21]=[CH:20][C:19]([Cl:22])=[CH:18][CH:17]=2)[N:3]=1.O.[NH2:24][NH2:25], predict the reaction product. The product is: [Cl:1][C:2]1[N:3]=[C:4]([C:16]2[CH:21]=[CH:20][C:19]([Cl:22])=[CH:18][CH:17]=2)[C:5]([C:9]2[CH:14]=[CH:13][C:12]([Cl:15])=[CH:11][CH:10]=2)=[C:6]([NH:24][NH2:25])[N:7]=1. (3) Given the reactants [CH3:1][C:2]1[C:37]([C:38](=[O:41])[NH:39][CH3:40])=[CH:36][CH:35]=[CH:34][C:3]=1[O:4][C:5]1[C:6]([C:22]([NH:24]CC2C=CC(OC)=CC=2)=[O:23])=[C:7]([NH:13][C:14]2[CH:19]=[CH:18][C:17]([I:20])=[CH:16][C:15]=2[F:21])[N:8]([CH3:12])[C:9](=[O:11])[CH:10]=1.[Cl-].[Al+3].[Cl-].[Cl-], predict the reaction product. The product is: [CH3:1][C:2]1[C:37]([C:38](=[O:41])[NH:39][CH3:40])=[CH:36][CH:35]=[CH:34][C:3]=1[O:4][C:5]1[C:6]([C:22]([NH2:24])=[O:23])=[C:7]([NH:13][C:14]2[CH:19]=[CH:18][C:17]([I:20])=[CH:16][C:15]=2[F:21])[N:8]([CH3:12])[C:9](=[O:11])[CH:10]=1. (4) Given the reactants [NH3:1].[CH3:2][N:3]1[CH:7]=[C:6]([S:8](Cl)(=[O:10])=[O:9])[N:5]=[C:4]1[CH3:12], predict the reaction product. The product is: [CH3:2][N:3]1[CH:7]=[C:6]([S:8]([NH2:1])(=[O:10])=[O:9])[N:5]=[C:4]1[CH3:12]. (5) The product is: [CH3:2][S:3]([C:6]1[CH:7]=[CH:8][C:9]([C:12]2[CH:13]=[CH:14][C:15]3[O:19][CH:18]([CH:20]4[CH2:25][CH2:24][N:23]([CH2:36][C:37]([CH3:40])([OH:39])[CH3:38])[CH2:22][CH2:21]4)[CH2:17][C:16]=3[CH:26]=2)=[CH:10][CH:11]=1)(=[O:4])=[O:5]. Given the reactants Cl.[CH3:2][S:3]([C:6]1[CH:11]=[CH:10][C:9]([C:12]2[CH:13]=[CH:14][C:15]3[O:19][CH:18]([CH:20]4[CH2:25][CH2:24][NH:23][CH2:22][CH2:21]4)[CH2:17][C:16]=3[CH:26]=2)=[CH:8][CH:7]=1)(=[O:5])=[O:4].C(N(CC)C(C)C)(C)C.[CH3:36][C:37]1([CH3:40])[O:39][CH2:38]1, predict the reaction product. (6) Given the reactants [F:1][C:2]1[CH:3]=[C:4]([O:19]CC2C=CC=CC=2)[C:5]([N+:16]([O-])=O)=[C:6]([O:8]CC2C=CC=CC=2)[CH:7]=1, predict the reaction product. The product is: [NH2:16][C:5]1[C:4]([OH:19])=[CH:3][C:2]([F:1])=[CH:7][C:6]=1[OH:8]. (7) Given the reactants [NH2:1][C:2]1[C:3]([CH:11]=[O:12])=[C:4]([NH:8][CH:9]=O)[CH:5]=[CH:6][CH:7]=1.[CH2:13]([NH2:18])[CH2:14][CH2:15][CH2:16][CH3:17], predict the reaction product. The product is: [NH2:1][C:2]1[CH:7]=[CH:6][CH:5]=[C:4]2[C:3]=1[CH:11]([OH:12])[N:18]([CH2:13][CH2:14][CH2:15][CH2:16][CH3:17])[CH:9]=[N:8]2. (8) The product is: [CH3:1][O:2][C:3]1[CH:4]=[CH:5][C:6]2[C:12]3[C:13]([O:21][CH3:22])=[C:14]([O:19][CH3:20])[C:15]([O:17][CH3:18])=[CH:16][C:11]=3[CH2:10][CH2:9][C@H:8]([NH:23][C:49](=[O:51])[CH2:48][NH:47][C:45](=[O:46])[CH2:44][NH:43][C:41]([O:40][CH2:36][CH2:39][CH2:25][CH3:26])=[O:42])[C:7]=2[CH:24]=1. Given the reactants [CH3:1][O:2][C:3]1[CH:4]=[CH:5][C:6]2[C:12]3[C:13]([O:21][CH3:22])=[C:14]([O:19][CH3:20])[C:15]([O:17][CH3:18])=[CH:16][C:11]=3[CH2:10][CH2:9][C@H:8]([NH2:23])[C:7]=2[CH:24]=1.[CH3:25][CH2:26]N=C=NCCCN(C)C.[C:36]([O:40][C:41]([NH:43][CH2:44][C:45]([NH:47][CH2:48][C:49]([OH:51])=O)=[O:46])=[O:42])([CH3:39])(C)C, predict the reaction product. (9) Given the reactants OC(C(F)(F)F)=O.[O:8]1[C:12]2[CH:13]=[CH:14][C:15]([C:17]3[CH2:22][CH2:21][CH:20]([N:23]4[CH2:26][CH:25]([NH2:27])[CH2:24]4)[CH2:19][CH:18]=3)=[CH:16][C:11]=2[O:10][CH2:9]1.[F:28][C:29]([F:44])([F:43])[C:30]1[CH:31]=[C:32]([CH:40]=[CH:41][CH:42]=1)[C:33]([NH:35][CH2:36][C:37](O)=[O:38])=[O:34].CCN=C=NCCCN(C)C.C1C=CC2N(O)N=NC=2C=1, predict the reaction product. The product is: [O:8]1[C:12]2[CH:13]=[CH:14][C:15]([C:17]3[CH2:22][CH2:21][CH:20]([N:23]4[CH2:26][CH:25]([NH:27][C:37]([CH2:36][NH:35][C:33](=[O:34])[C:32]5[CH:40]=[CH:41][CH:42]=[C:30]([C:29]([F:44])([F:28])[F:43])[CH:31]=5)=[O:38])[CH2:24]4)[CH2:19][CH:18]=3)=[CH:16][C:11]=2[O:10][CH2:9]1.